The task is: Regression/Classification. Given a drug SMILES string, predict its absorption, distribution, metabolism, or excretion properties. Task type varies by dataset: regression for continuous measurements (e.g., permeability, clearance, half-life) or binary classification for categorical outcomes (e.g., BBB penetration, CYP inhibition). Dataset: cyp2c19_veith.. This data is from CYP2C19 inhibition data for predicting drug metabolism from PubChem BioAssay. The molecule is COc1cccc(-c2noc(-c3cccnc3)n2)c1. The result is 1 (inhibitor).